Dataset: Reaction yield outcomes from USPTO patents with 853,638 reactions. Task: Predict the reaction yield, written as a fraction of the theoretical maximum amount of product (1.0 means a 100% yield; for example, 0.34 means a 34% yield). (1) The reactants are [NH:1]([C:10]([O:12][CH2:13][C:14]1[CH:19]=[CH:18][CH:17]=[CH:16][CH:15]=1)=[O:11])[C@H:2]([C:7](F)=[O:8])[CH2:3][CH:4]([CH3:6])[CH3:5].[OH:20][C@H:21]1[CH2:25][N:24]([C:26]([C:28]2[CH:33]=[CH:32][CH:31]=[CH:30][CH:29]=2)=[O:27])[C@@H:23]2[CH2:34][CH2:35][NH:36][C@H:22]12. The catalyst is CN(C)C=O. The product is [CH2:13]([O:12][C:10](=[O:11])[NH:1][C@H:2]([C:7]([N:36]1[CH2:35][CH2:34][C@H:23]2[N:24]([C:26](=[O:27])[C:28]3[CH:29]=[CH:30][CH:31]=[CH:32][CH:33]=3)[CH2:25][C@H:21]([OH:20])[C@@H:22]12)=[O:8])[CH2:3][CH:4]([CH3:6])[CH3:5])[C:14]1[CH:19]=[CH:18][CH:17]=[CH:16][CH:15]=1. The yield is 0.680. (2) The reactants are C([N:8]([CH2:14][C:15]([F:23])([CH2:21][CH3:22])[C:16]([O:18][CH2:19][CH3:20])=[O:17])[CH:9]1[CH2:13][CH2:12][CH2:11][CH2:10]1)C1C=CC=CC=1.C(O)(C(F)(F)F)=O. The catalyst is C(O)C.[OH-].[OH-].[Pd+2]. The product is [CH:9]1([NH:8][CH2:14][C:15]([F:23])([CH2:21][CH3:22])[C:16]([O:18][CH2:19][CH3:20])=[O:17])[CH2:10][CH2:11][CH2:12][CH2:13]1. The yield is 0.880. (3) The reactants are [Cl:1][C:2]1[CH:22]=[CH:21][C:5]([CH2:6][N:7]2[C:15](=[O:16])[C:14]3[N:13]([CH3:17])[C:12]([CH2:18][CH3:19])=[N:11][C:10]=3[NH:9][C:8]2=O)=[CH:4][CH:3]=1.[C:23](=[O:26])([O-])[O-].[K+].[K+]. No catalyst specified. The product is [Cl:1][C:2]1[CH:22]=[CH:21][C:5]([CH2:6][N:7]2[C:15](=[O:16])[C:14]3[N:13]([CH3:17])[C:12]([CH2:18][CH3:19])=[N:11][C:10]=3[N:9]([CH2:8][CH2:8][N:7]([CH2:15][CH3:14])[CH2:6][CH3:5])[C:23]2=[O:26])=[CH:4][CH:3]=1. The yield is 0.590. (4) The catalyst is CC#N.CC(C)=O. The reactants are [CH3:1][O:2][C:3]1[CH:4]=[C:5]2[C:10](=[CH:11][C:12]=1[O:13][CH3:14])[N:9]=[CH:8][N:7]=[C:6]2[CH:15]1[CH2:20][CH2:19][NH:18][CH2:17][CH2:16]1.[N+](C1C=CC([O:30][C:31](=O)[NH:32][C:33]2[CH:38]=[CH:37][C:36]([O:39][CH:40]([CH3:42])[CH3:41])=[CH:35][CH:34]=2)=CC=1)([O-])=O.CCN(C(C)C)C(C)C.C([O-])([O-])=O.[K+].[K+]. The yield is 0.720. The product is [CH:40]([O:39][C:36]1[CH:37]=[CH:38][C:33]([NH:32][C:31]([N:18]2[CH2:19][CH2:20][CH:15]([C:6]3[C:5]4[C:10](=[CH:11][C:12]([O:13][CH3:14])=[C:3]([O:2][CH3:1])[CH:4]=4)[N:9]=[CH:8][N:7]=3)[CH2:16][CH2:17]2)=[O:30])=[CH:34][CH:35]=1)([CH3:42])[CH3:41].